Dataset: NCI-60 drug combinations with 297,098 pairs across 59 cell lines. Task: Regression. Given two drug SMILES strings and cell line genomic features, predict the synergy score measuring deviation from expected non-interaction effect. (1) Drug 1: CC1CCC2CC(C(=CC=CC=CC(CC(C(=O)C(C(C(=CC(C(=O)CC(OC(=O)C3CCCCN3C(=O)C(=O)C1(O2)O)C(C)CC4CCC(C(C4)OC)OCCO)C)C)O)OC)C)C)C)OC. Drug 2: C1CN(CCN1C(=O)CCBr)C(=O)CCBr. Cell line: SK-MEL-2. Synergy scores: CSS=42.3, Synergy_ZIP=-5.43, Synergy_Bliss=-2.25, Synergy_Loewe=-5.36, Synergy_HSA=-1.17. (2) Drug 1: CC1=C2C(C(=O)C3(C(CC4C(C3C(C(C2(C)C)(CC1OC(=O)C(C(C5=CC=CC=C5)NC(=O)OC(C)(C)C)O)O)OC(=O)C6=CC=CC=C6)(CO4)OC(=O)C)OC)C)OC. Cell line: HCT-15. Drug 2: CC1CCCC2(C(O2)CC(NC(=O)CC(C(C(=O)C(C1O)C)(C)C)O)C(=CC3=CSC(=N3)C)C)C. Synergy scores: CSS=60.9, Synergy_ZIP=1.02, Synergy_Bliss=-0.553, Synergy_Loewe=-4.30, Synergy_HSA=-1.52. (3) Drug 1: C1=NC2=C(N=C(N=C2N1C3C(C(C(O3)CO)O)F)Cl)N. Drug 2: CS(=O)(=O)OCCCCOS(=O)(=O)C. Cell line: LOX IMVI. Synergy scores: CSS=0.414, Synergy_ZIP=1.64, Synergy_Bliss=7.03, Synergy_Loewe=-1.74, Synergy_HSA=0.301. (4) Drug 1: C1=CC(=CC=C1CCCC(=O)O)N(CCCl)CCCl. Drug 2: C(CCl)NC(=O)N(CCCl)N=O. Cell line: SK-MEL-28. Synergy scores: CSS=7.89, Synergy_ZIP=-3.32, Synergy_Bliss=-1.28, Synergy_Loewe=-4.30, Synergy_HSA=-2.23. (5) Drug 1: CC1=C2C(C(=O)C3(C(CC4C(C3C(C(C2(C)C)(CC1OC(=O)C(C(C5=CC=CC=C5)NC(=O)OC(C)(C)C)O)O)OC(=O)C6=CC=CC=C6)(CO4)OC(=O)C)OC)C)OC. Drug 2: C1CN(CCN1C(=O)CCBr)C(=O)CCBr. Cell line: NCI-H460. Synergy scores: CSS=46.2, Synergy_ZIP=-11.2, Synergy_Bliss=-11.0, Synergy_Loewe=-10.5, Synergy_HSA=-6.72.